This data is from Catalyst prediction with 721,799 reactions and 888 catalyst types from USPTO. The task is: Predict which catalyst facilitates the given reaction. (1) Reactant: [N:1]1([C:6]2[CH:37]=[CH:36][C:9]([C:10]([NH:12][C@@H:13]([CH2:17][N:18]([C:29]([O:31][C:32]([CH3:35])([CH3:34])[CH3:33])=[O:30])[C@@H:19]3[CH2:21][C@H:20]3[C:22]3[CH:27]=[CH:26][C:25]([F:28])=[CH:24][CH:23]=3)[C:14](O)=[O:15])=[O:11])=[CH:8][CH:7]=2)[CH:5]=[CH:4][CH:3]=[N:2]1.C(OP(ON1C(=O)C2C=CC=CC=2N=N1)(OCC)=O)C.N1C=CN=C1.[CH3:63][N:64]1[CH2:69][CH2:68][NH:67][CH2:66][CH2:65]1. Product: [N:1]1([C:6]2[CH:7]=[CH:8][C:9]([C:10]([NH:12][C@H:13]([C:14]([N:67]3[CH2:68][CH2:69][N:64]([CH3:63])[CH2:65][CH2:66]3)=[O:15])[CH2:17][N:18]([C@@H:19]3[CH2:21][C@H:20]3[C:22]3[CH:27]=[CH:26][C:25]([F:28])=[CH:24][CH:23]=3)[C:29](=[O:30])[O:31][C:32]([CH3:33])([CH3:34])[CH3:35])=[O:11])=[CH:36][CH:37]=2)[CH:5]=[CH:4][CH:3]=[N:2]1. The catalyst class is: 7. (2) The catalyst class is: 1. Product: [CH2:10]([O:12][C:13](=[O:16])[C@@H:14]([N:1]1[CH:6]=[CH:5][CH:4]=[CH:3][C:2]1=[O:7])[CH3:15])[CH3:11]. Reactant: [NH:1]1[CH:6]=[CH:5][CH:4]=[CH:3][C:2]1=[O:7].[H-].[Na+].[CH2:10]([O:12][C:13](=[O:16])[CH2:14][CH3:15])[CH3:11]. (3) Reactant: [CH3:1][C:2]([CH3:5])([O-])[CH3:3].[K+].[C:7]1([CH3:33])[CH:12]=[C:11]([CH3:13])[CH:10]=[C:9]([CH3:14])[C:8]=1[N:15]1[C:28]2[CH:27]=[CH:26][C:25]([CH:29]=O)=[CH:24][C:23]=2[S:22](=[O:32])(=[O:31])[C:21]2[C:16]1=[CH:17][CH:18]=[CH:19][CH:20]=2.C(OP([CH2:42][C:43]1[CH:48]=[CH:47][C:46]([C:49]2[CH:54]=[CH:53][C:52]([CH2:55]P(OCC)(OCC)=O)=[CH:51][CH:50]=2)=[CH:45][CH:44]=1)(=O)OCC)C. Product: [C:7]1([CH3:33])[CH:12]=[C:11]([CH3:13])[CH:10]=[C:9]([CH3:14])[C:8]=1[N:15]1[C:28]2[CH:27]=[CH:26][C:25]([CH:29]=[CH:55][C:52]3[CH:51]=[CH:50][C:49]([C:46]4[CH:45]=[CH:44][C:43]([CH:42]=[CH:1][C:2]5[CH:5]=[CH:27][C:28]6[N:15]([C:8]7[C:7]([CH3:33])=[CH:12][C:11]([CH3:13])=[CH:10][C:9]=7[CH3:14])[C:16]7[C:21]([S:22](=[O:32])(=[O:31])[C:23]=6[CH:3]=5)=[CH:20][CH:19]=[CH:18][CH:17]=7)=[CH:48][CH:47]=4)=[CH:54][CH:53]=3)=[CH:24][C:23]=2[S:22](=[O:32])(=[O:31])[C:21]2[C:16]1=[CH:17][CH:18]=[CH:19][CH:20]=2. The catalyst class is: 22. (4) Reactant: [Br:1][C:2]1[CH:9]=[C:6]([CH:7]=O)[C:5]([OH:10])=[CH:4][CH:3]=1.[CH3:11][O:12][C:13]1[CH:26]=[CH:25][C:16]([CH2:17][S:18]([CH2:21][C:22](O)=[O:23])(=[O:20])=[O:19])=[CH:15][CH:14]=1. Product: [CH3:11][O:12][C:13]1[CH:14]=[CH:15][C:16]([CH2:17][S:18]([C:21]2[C:22](=[O:23])[O:10][C:5]3[C:6]([CH:7]=2)=[CH:9][C:2]([Br:1])=[CH:3][CH:4]=3)(=[O:19])=[O:20])=[CH:25][CH:26]=1. The catalyst class is: 15. (5) Reactant: [Cl:1][C:2]1[CH:3]=[C:4]2[C:8](=[C:9]([CH3:11])[CH:10]=1)[N:7]([CH2:12][CH2:13][O:14][CH3:15])[CH:6]=[C:5]2[C:16]([OH:18])=O.Cl.[F:20][C:21]([F:40])([F:39])[C:22]([NH:24][CH2:25][C:26]1[CH:31]=[CH:30][C:29]([F:32])=[C:28]([CH:33]2[CH2:38][CH2:37][NH:36][CH2:35][CH2:34]2)[CH:27]=1)=[O:23].CCN=C=NCCCN(C)C.CCN(CC)CC. Product: [Cl:1][C:2]1[CH:3]=[C:4]2[C:8](=[C:9]([CH3:11])[CH:10]=1)[N:7]([CH2:12][CH2:13][O:14][CH3:15])[CH:6]=[C:5]2[C:16]([N:36]1[CH2:37][CH2:38][CH:33]([C:28]2[CH:27]=[C:26]([CH:31]=[CH:30][C:29]=2[F:32])[CH2:25][NH:24][C:22](=[O:23])[C:21]([F:40])([F:39])[F:20])[CH2:34][CH2:35]1)=[O:18]. The catalyst class is: 91. (6) Reactant: [C:1]([O:5][C:6](=[O:20])[N:7]([C:13]1[CH:14]=[N:15][CH:16]=[CH:17][C:18]=1I)[CH2:8][C:9]([F:12])([F:11])[F:10])([CH3:4])([CH3:3])[CH3:2].[F:21][C:22]1[C:27]([F:28])=[CH:26][C:25](B(O)O)=[C:24]([O:32][CH3:33])[CH:23]=1. Product: [C:1]([O:5][C:6](=[O:20])[N:7]([C:13]1[CH:14]=[N:15][CH:16]=[CH:17][C:18]=1[C:25]1[CH:26]=[C:27]([F:28])[C:22]([F:21])=[CH:23][C:24]=1[O:32][CH3:33])[CH2:8][C:9]([F:12])([F:11])[F:10])([CH3:4])([CH3:3])[CH3:2]. The catalyst class is: 243. (7) Reactant: [CH2:1]([O:3][C:4](=[O:36])[CH2:5][CH:6]([C:30]1[CH:31]=[N:32][CH:33]=[N:34][CH:35]=1)[CH:7]=[CH:8][CH2:9][CH2:10][CH2:11][CH2:12][C:13]1[CH:18]=[CH:17][CH:16]=[C:15]([N:19]([CH2:21][C:22]2[CH:27]=[CH:26][C:25]([O:28][CH3:29])=[CH:24][CH:23]=2)[CH3:20])[N:14]=1)[CH3:2].[H][H]. Product: [CH2:1]([O:3][C:4](=[O:36])[CH2:5][CH:6]([C:30]1[CH:31]=[N:32][CH:33]=[N:34][CH:35]=1)[CH2:7][CH2:8][CH2:9][CH2:10][CH2:11][CH2:12][C:13]1[CH:18]=[CH:17][CH:16]=[C:15]([N:19]([CH2:21][C:22]2[CH:27]=[CH:26][C:25]([O:28][CH3:29])=[CH:24][CH:23]=2)[CH3:20])[N:14]=1)[CH3:2]. The catalyst class is: 50.